This data is from Reaction yield outcomes from USPTO patents with 853,638 reactions. The task is: Predict the reaction yield, written as a fraction of the theoretical maximum amount of product (1.0 means a 100% yield; for example, 0.34 means a 34% yield). (1) The reactants are C1CCN2C(=NCCC2)CC1.[Cl:12][C:13]1[CH:14]=[C:15]2[C:19](=[C:20]([CH:22]([OH:24])[CH3:23])[CH:21]=1)[N:18]([CH2:25][O:26][CH2:27][CH2:28][Si:29]([CH3:32])([CH3:31])[CH3:30])[CH:17]=[C:16]2[C:33]#[N:34].[Cl:35][C:36]([Cl:40])([Cl:39])[C:37]#[N:38]. The catalyst is C1COCC1. The product is [Cl:35][C:36]([Cl:40])([Cl:39])[C:37](=[NH:38])[O:24][CH:22]([C:20]1[CH:21]=[C:13]([Cl:12])[CH:14]=[C:15]2[C:19]=1[N:18]([CH2:25][O:26][CH2:27][CH2:28][Si:29]([CH3:30])([CH3:32])[CH3:31])[CH:17]=[C:16]2[C:33]#[N:34])[CH3:23]. The yield is 0.733. (2) The reactants are [Cl:1][C:2]1[CH:7]=[CH:6][C:5]([C:8]2[S:12][C:11]([C:13]([O:15]CC)=[O:14])=[CH:10][CH:9]=2)=[CH:4][CH:3]=1.[OH-].[Na+].Cl. The catalyst is CO. The product is [Cl:1][C:2]1[CH:3]=[CH:4][C:5]([C:8]2[S:12][C:11]([C:13]([OH:15])=[O:14])=[CH:10][CH:9]=2)=[CH:6][CH:7]=1. The yield is 0.960. (3) The reactants are [CH2:1]([O:3][C:4]1[CH:25]=[CH:24][CH:23]=[CH:22][C:5]=1[O:6][C@@H:7]1[CH2:12][CH2:11][CH2:10][N:9]([C:13]2[N:18]=[CH:17][C:16]([C:19]([OH:21])=O)=[CH:15][N:14]=2)[CH2:8]1)[CH3:2].[I:26][C:27]1[CH:28]=[C:29]([CH2:33][NH2:34])[CH:30]=[CH:31][CH:32]=1.CN1CCOCC1.CCN=C=NCCCN(C)C.Cl.C1C=CC2N(O)N=NC=2C=1. The catalyst is C1COCC1.CCOC(C)=O. The product is [CH2:1]([O:3][C:4]1[CH:25]=[CH:24][CH:23]=[CH:22][C:5]=1[O:6][C@@H:7]1[CH2:12][CH2:11][CH2:10][N:9]([C:13]2[N:14]=[CH:15][C:16]([C:19]([NH:34][CH2:33][C:29]3[CH:30]=[CH:31][CH:32]=[C:27]([I:26])[CH:28]=3)=[O:21])=[CH:17][N:18]=2)[CH2:8]1)[CH3:2]. The yield is 0.740.